The task is: Binary Classification. Given a T-cell receptor sequence (or CDR3 region) and an epitope sequence, predict whether binding occurs between them.. This data is from TCR-epitope binding with 47,182 pairs between 192 epitopes and 23,139 TCRs. The epitope is NLVPMVATV. The TCR CDR3 sequence is CASSLTNEQFF. Result: 1 (the TCR binds to the epitope).